From a dataset of Catalyst prediction with 721,799 reactions and 888 catalyst types from USPTO. Predict which catalyst facilitates the given reaction. (1) Reactant: Cl.[O:2]1[C:6]2[CH:7]=[CH:8][CH:9]=[CH:10][C:5]=2[C:4]([CH2:11][CH2:12][N:13]2[CH2:18][CH2:17][CH:16]([NH:19]C(=O)OC(C)(C)C)[CH2:15][CH2:14]2)=[CH:3]1. Product: [O:2]1[C:6]2[CH:7]=[CH:8][CH:9]=[CH:10][C:5]=2[C:4]([CH2:11][CH2:12][N:13]2[CH2:14][CH2:15][CH:16]([NH2:19])[CH2:17][CH2:18]2)=[CH:3]1. The catalyst class is: 8. (2) Reactant: [Br:1][C:2]1[N:7]=[C:6]([C:8]([OH:10])=[O:9])[CH:5]=[CH:4][CH:3]=1.N1C=CC=CC=1.S(Cl)(C1C=[CH:25][C:23]([CH3:24])=[CH:22]C=1)(=O)=O. Product: [C:23]([O:9][C:8]([C:6]1[CH:5]=[CH:4][CH:3]=[C:2]([Br:1])[N:7]=1)=[O:10])([CH3:25])([CH3:24])[CH3:22]. The catalyst class is: 107. (3) Reactant: [CH3:1][C:2]1[CH:3]=[CH:4][C:5]([CH3:8])=[CH:6][CH:7]=1.[Al+3].[Cl-].[Cl-].[Cl-].Br[C:14]([CH3:19])([CH3:18])[C:15](Br)=[O:16].Br.Cl. Product: [CH3:18][CH:14]1[CH2:19][C:4]2[C:3](=[C:2]([CH3:1])[CH:7]=[CH:6][C:5]=2[CH3:8])[C:15]1=[O:16]. The catalyst class is: 159. (4) Reactant: [F:1][C:2]1[CH:9]=[CH:8][C:7]([CH2:10][O:11][N:12]=[C:13]2[CH2:18][CH2:17][NH:16][CH2:15][CH2:14]2)=[CH:6][C:3]=1[C:4]#[N:5].Br[CH2:20][C:21]([NH:23][C:24]1[CH:29]=[CH:28][C:27]([F:30])=[CH:26][CH:25]=1)=[O:22].C([O-])([O-])=O.[K+].[K+]. Product: [C:4]([C:3]1[CH:6]=[C:7]([CH:8]=[CH:9][C:2]=1[F:1])[CH2:10][O:11][N:12]=[C:13]1[CH2:14][CH2:15][N:16]([CH2:20][C:21]([NH:23][C:24]2[CH:29]=[CH:28][C:27]([F:30])=[CH:26][CH:25]=2)=[O:22])[CH2:17][CH2:18]1)#[N:5]. The catalyst class is: 10.